Dataset: Reaction yield outcomes from USPTO patents with 853,638 reactions. Task: Predict the reaction yield, written as a fraction of the theoretical maximum amount of product (1.0 means a 100% yield; for example, 0.34 means a 34% yield). (1) The reactants are [NH2:1][C:2]1[CH:7]=[C:6]([Cl:8])[CH:5]=[CH:4][C:3]=1[C:9]1[C:10]([CH3:20])=[N:11][O:12][C:13]=1[CH2:14][C:15](OCC)=[O:16].Cl. The catalyst is CCO. The product is [Cl:8][C:6]1[CH:5]=[CH:4][C:3]2[C:9]3[C:10]([CH3:20])=[N:11][O:12][C:13]=3[CH2:14][C:15](=[O:16])[NH:1][C:2]=2[CH:7]=1. The yield is 0.480. (2) The reactants are [CH2:1]=[C:2]1[CH2:6][CH2:5][C:4]([CH2:11][CH:12]([CH3:14])[CH3:13])([C:7]([O:9]C)=[O:8])[CH2:3]1.O.[OH-].[Li+]. The catalyst is O1CCOCC1.O. The product is [CH2:1]=[C:2]1[CH2:6][CH2:5][C:4]([CH2:11][CH:12]([CH3:14])[CH3:13])([C:7]([OH:9])=[O:8])[CH2:3]1. The yield is 0.850. (3) The reactants are [Cl:1][C:2]1[C:3]([F:47])=[C:4]([CH:44]=[CH:45][CH:46]=1)[C:5]([N:7]([CH2:30][CH2:31][CH2:32][NH:33]C(=O)OCC1C=CC=CC=1)[C@@H:8]([C:12]1[N:13]([NH:23][C:24]2[CH:29]=[CH:28][CH:27]=[CH:26][CH:25]=2)[C:14](=[O:22])[C:15]2[N:21]=[CH:20][CH:19]=[CH:18][C:16]=2[N:17]=1)[CH2:9][C:10]#[CH:11])=[O:6].I[Si](C)(C)C.C([O-])(O)=O.[Na+].ClCCl. The catalyst is C(#N)C. The product is [NH2:33][CH2:32][CH2:31][CH2:30][N:7]([C@@H:8]([C:12]1[N:13]([NH:23][C:24]2[CH:25]=[CH:26][CH:27]=[CH:28][CH:29]=2)[C:14](=[O:22])[C:15]2[N:21]=[CH:20][CH:19]=[CH:18][C:16]=2[N:17]=1)[CH2:9][C:10]#[CH:11])[C:5](=[O:6])[C:4]1[CH:44]=[CH:45][CH:46]=[C:2]([Cl:1])[C:3]=1[F:47]. The yield is 0.440. (4) The reactants are [OH-:1].[Na+].[F:3][C:4]1[CH:11]=[C:10]([CH3:12])[CH:9]=[C:8]([F:13])[C:5]=1[CH:6]=[O:7]. The catalyst is [Ag]=O.O. The product is [F:3][C:4]1[CH:11]=[C:10]([CH3:12])[CH:9]=[C:8]([F:13])[C:5]=1[C:6]([OH:1])=[O:7]. The yield is 0.530. (5) The yield is 0.160. The product is [CH3:1][N:2]([CH3:20])[C:3]([C:5]1[N:14]([CH:15]2[CH2:19][CH2:18][CH2:17][CH2:16]2)[C:8]2[N:9]=[C:10]([NH:44][C:41]3[CH:42]=[CH:43][C:38]([C:36](=[O:37])[N:34]([CH3:35])[CH:31]4[CH2:32][CH2:33][NH:28][CH2:29][CH2:30]4)=[CH:39][N:40]=3)[N:11]=[CH:12][C:7]=2[CH:6]=1)=[O:4]. The reactants are [CH3:1][N:2]([CH3:20])[C:3]([C:5]1[N:14]([CH:15]2[CH2:19][CH2:18][CH2:17][CH2:16]2)[C:8]2[N:9]=[C:10](Cl)[N:11]=[CH:12][C:7]=2[CH:6]=1)=[O:4].C(OC([N:28]1[CH2:33][CH2:32][CH:31]([N:34]([C:36]([C:38]2[CH:39]=[N:40][C:41]([NH2:44])=[CH:42][CH:43]=2)=[O:37])[CH3:35])[CH2:30][CH2:29]1)=O)(C)(C)C. No catalyst specified.